This data is from Full USPTO retrosynthesis dataset with 1.9M reactions from patents (1976-2016). The task is: Predict the reactants needed to synthesize the given product. Given the product [CH2:1]([NH:3][C:4]([NH:5][C:6]1[N:11]=[CH:10][C:9]([C:12]2[CH:13]=[N:14][CH:15]=[C:16]([C:18]([NH:27][NH2:28])=[O:19])[CH:17]=2)=[C:8]([CH2:23][OH:24])[CH:7]=1)=[O:25])[CH3:2], predict the reactants needed to synthesize it. The reactants are: [CH2:1]([NH:3][C:4](=[O:25])[NH:5][C:6]1[N:11]=[CH:10][C:9]([C:12]2[CH:13]=[N:14][CH:15]=[C:16]([C:18](OCC)=[O:19])[CH:17]=2)=[C:8]([CH2:23][OH:24])[CH:7]=1)[CH3:2].O.[NH2:27][NH2:28].C(OCC)(=O)C.